Dataset: Experimentally validated miRNA-target interactions with 360,000+ pairs, plus equal number of negative samples. Task: Binary Classification. Given a miRNA mature sequence and a target amino acid sequence, predict their likelihood of interaction. (1) The miRNA is hsa-miR-4804-5p with sequence UUGGACGGUAAGGUUAAGCAA. The protein sequence of the target gene is MRLTLLCCTWREERMGEEGSELPVCASCGQRIYDGQYLQALNADWHADCFRCCECSVSLSHQYYEKDGQLFCKKDYWARYGESCHGCSEHITKGLVMVAGELKYHPECFICLACGNFIGDGDTYTLVEHSKLYCGQCYYQTVVTPVIEQILPDSPGSHLPHTVTLVSIPASAHGKRGLSVSIDPPHGPPGCGTEHSHTVRVQGVDPGCMSPDVKNSIHVGDRILEINGTPIRNVPLDEIDLLIQETSRLLQLTLEHDPHDSLGHGPVSDPSPLSSPVHTPSGQAASSARQKPVLRSCSID.... Result: 0 (no interaction). (2) The miRNA is mmu-miR-883b-5p with sequence UACUGAGAAUGGGUAGCAGUCA. The protein sequence of the target gene is MHKWILTWILPTLLYRSCFHIICLVGTISLACNDMTPEQMATNVNCSSPERHTRSYDYMEGGDIRVRRLFCRTQWYLRIDKRGKVKGTQEMKNNYNIMEIRTVAVGIVAIKGVESEFYLAMNKEGKLYAKKECNEDCNFKELILENHYNTYASAKWTHNGGEMFVALNQKGIPVRGKKTKKEQKTAHFLPMAIT. Result: 0 (no interaction).